This data is from Full USPTO retrosynthesis dataset with 1.9M reactions from patents (1976-2016). The task is: Predict the reactants needed to synthesize the given product. (1) The reactants are: [Br-].[Br:2][C:3]1[C:8]([CH2:9][P+](C2C=CC=CC=2)(C2C=CC=CC=2)C2C=CC=CC=2)=[C:7]([OH:29])[C:6]([O:30][CH3:31])=[CH:5][CH:4]=1.[F:32][C:33]([F:38])([F:37])[C:34](O)=O.C(N(CC)CC)C.O. Given the product [Br:2][C:3]1[C:8]2[CH:9]=[C:34]([C:33]([F:38])([F:37])[F:32])[O:29][C:7]=2[C:6]([O:30][CH3:31])=[CH:5][CH:4]=1, predict the reactants needed to synthesize it. (2) Given the product [Cl:1][C:2]1[CH:10]=[CH:9][CH:8]=[CH:7][C:3]=1[CH2:4][N:5]([CH3:6])[C:39]([C:31]1[N:30]=[N:29][N:28]([CH2:27][C:26]2[CH:42]=[C:43]([C:45]([F:47])([F:46])[F:48])[CH:44]=[C:24]([C:23]([F:49])([F:22])[F:50])[CH:25]=2)[C:32]=1[C:33]1[CH:38]=[CH:37][CH:36]=[CH:35][N:34]=1)=[O:41], predict the reactants needed to synthesize it. The reactants are: [Cl:1][C:2]1[CH:10]=[CH:9][CH:8]=[CH:7][C:3]=1[CH2:4][NH:5][CH3:6].CCN=C=NCCCN(C)C.[F:22][C:23]([F:50])([F:49])[C:24]1[CH:25]=[C:26]([CH:42]=[C:43]([C:45]([F:48])([F:47])[F:46])[CH:44]=1)[CH2:27][N:28]1[C:32]([C:33]2[CH:38]=[CH:37][CH:36]=[CH:35][N:34]=2)=[C:31]([C:39]([OH:41])=O)[N:30]=[N:29]1. (3) Given the product [F:9][C:10]([F:21])([F:20])[C:11]([C:8]1[C:4]2[CH:3]=[CH:2][S:1][C:5]=2[NH:6][CH:7]=1)=[O:12], predict the reactants needed to synthesize it. The reactants are: [S:1]1[C:5]2[NH:6][CH:7]=[CH:8][C:4]=2[CH:3]=[CH:2]1.[F:9][C:10]([F:21])([F:20])[C:11](O[C:11](=[O:12])[C:10]([F:21])([F:20])[F:9])=[O:12]. (4) Given the product [Cl:18][C:19]1[CH:24]=[CH:23][CH:22]=[C:21]([Cl:25])[C:20]=1[NH:26][C:27]([NH:16][C:14]1[CH:15]=[C:10]([NH:9][C:5]2[CH:6]=[CH:7][CH:8]=[C:3]([N:2]([CH3:17])[CH3:1])[CH:4]=2)[N:11]=[CH:12][N:13]=1)=[O:28], predict the reactants needed to synthesize it. The reactants are: [CH3:1][N:2]([CH3:17])[C:3]1[CH:4]=[C:5]([NH:9][C:10]2[CH:15]=[C:14]([NH2:16])[N:13]=[CH:12][N:11]=2)[CH:6]=[CH:7][CH:8]=1.[Cl:18][C:19]1[CH:24]=[CH:23][CH:22]=[C:21]([Cl:25])[C:20]=1[N:26]=[C:27]=[O:28]. (5) Given the product [CH2:34]([O:36][C:37]([C:39]1[O:40][C:41]2[CH:47]=[CH:46][C:45]([O:48][CH2:58][CH2:57][N:54]3[CH2:55][CH2:56][CH:51]([C:50]([F:60])([F:49])[F:61])[CH2:52][CH2:53]3)=[CH:44][C:42]=2[CH:43]=1)=[O:38])[CH3:35], predict the reactants needed to synthesize it. The reactants are: CC(OC(/N=N/C(OC(C)C)=O)=O)C.C1(P(C2C=CC=CC=2)C2C=CC=CC=2)C=CC=CC=1.[CH2:34]([O:36][C:37]([C:39]1[O:40][C:41]2[CH:47]=[CH:46][C:45]([OH:48])=[CH:44][C:42]=2[CH:43]=1)=[O:38])[CH3:35].[F:49][C:50]([F:61])([F:60])[CH:51]1[CH2:56][CH2:55][N:54]([CH2:57][CH2:58]O)[CH2:53][CH2:52]1.